Task: Predict the reactants needed to synthesize the given product.. Dataset: Full USPTO retrosynthesis dataset with 1.9M reactions from patents (1976-2016) (1) Given the product [CH3:38][S:36]([C:33]1[N:32]=[CH:31][C:30]2=[CH:29][CH:28]=[C:27]([C:41]3[CH:40]=[N:39][CH:44]=[CH:43][CH:42]=3)[N:35]2[N:34]=1)=[O:37], predict the reactants needed to synthesize it. The reactants are: C1(P(C2C=CC=CC=2)C2C=CC=CC=2)C=CC=CC=1.O1CCOCC1.Br[C:27]1[N:35]2[C:30]([CH:31]=[N:32][C:33]([S:36]([CH3:38])=[O:37])=[N:34]2)=[CH:29][CH:28]=1.[N:39]1[CH:44]=[CH:43][CH:42]=[C:41](B(O)O)[CH:40]=1.C(=O)([O-])[O-].[Na+].[Na+].O.C(O)C. (2) Given the product [CH3:1][C:2]1[CH:3]=[C:4]([NH:9][C:10]2[N:15]=[C:14]([N:16]3[C:20]([CH3:21])=[CH:19][C:18]([C:22]([F:24])([F:25])[F:23])=[N:17]3)[C:13]([C:26]3[CH:27]=[C:28]([C:34]([NH:49][S:46]([CH2:45][CH2:44][CH2:43][N:37]4[CH2:38][CH2:39][O:40][CH2:41][CH2:42]4)(=[O:47])=[O:48])=[O:36])[C:29]([O:32][CH3:33])=[N:30][CH:31]=3)=[CH:12][N:11]=2)[CH:5]=[C:6]([CH3:8])[CH:7]=1, predict the reactants needed to synthesize it. The reactants are: [CH3:1][C:2]1[CH:3]=[C:4]([NH:9][C:10]2[N:15]=[C:14]([N:16]3[C:20]([CH3:21])=[CH:19][C:18]([C:22]([F:25])([F:24])[F:23])=[N:17]3)[C:13]([C:26]3[CH:27]=[C:28]([C:34]([OH:36])=O)[C:29]([O:32][CH3:33])=[N:30][CH:31]=3)=[CH:12][N:11]=2)[CH:5]=[C:6]([CH3:8])[CH:7]=1.[N:37]1([CH2:43][CH2:44][CH2:45][S:46]([NH2:49])(=[O:48])=[O:47])[CH2:42][CH2:41][O:40][CH2:39][CH2:38]1.C(N(CC)CC)C.[I-].ClC1C=CC=C[N+]=1C. (3) Given the product [I:1][C:8]1[CH:13]=[CH:12][C:11]([CH:14]=[CH:15][C:16]([C:18]2[CH:23]=[CH:22][C:21]([NH:24][CH3:25])=[CH:20][CH:19]=2)=[O:17])=[CH:10][CH:9]=1, predict the reactants needed to synthesize it. The reactants are: [I:1]I.C([Sn](CCCC)(CCCC)[C:8]1[CH:13]=[CH:12][C:11]([CH:14]=[CH:15][C:16]([C:18]2[CH:23]=[CH:22][C:21]([NH:24][CH3:25])=[CH:20][CH:19]=2)=[O:17])=[CH:10][CH:9]=1)CCC.S([O-])(O)=O.[Na+]. (4) Given the product [Br:1][C:2]1[CH:7]=[C:6]2[C:5](=[CH:4][CH:3]=1)[N:12]([CH:13]1[CH2:18][CH2:17][N:16]([CH3:19])[CH2:15][CH2:14]1)[CH:9]=[CH:8]2, predict the reactants needed to synthesize it. The reactants are: [Br:1][C:2]1[CH:3]=[CH:4][C:5]([NH:12][CH:13]2[CH2:18][CH2:17][N:16]([CH3:19])[CH2:15][CH2:14]2)=[C:6]([C:8](=O)[CH2:9]Cl)[CH:7]=1.[OH-].[Na+].[BH4-].[Na+].